Dataset: Reaction yield outcomes from USPTO patents with 853,638 reactions. Task: Predict the reaction yield, written as a fraction of the theoretical maximum amount of product (1.0 means a 100% yield; for example, 0.34 means a 34% yield). (1) The reactants are Cl.[CH3:2][C:3]1[CH:7]=[C:6]([CH2:8][C:9]([OH:11])=O)[O:5][N:4]=1.[CH2:12]([C@H:19]1[CH2:23][NH:22][C@H:21]([C:24]([NH:26][C:27]2[CH:32]=[CH:31][C:30]([O:33][C:34]3[CH:39]=[CH:38][C:37]([F:40])=[CH:36][CH:35]=3)=[CH:29][CH:28]=2)=[O:25])[CH2:20]1)[C:13]1[CH:18]=[CH:17][CH:16]=[CH:15][CH:14]=1. No catalyst specified. The product is [CH2:12]([C@H:19]1[CH2:23][N:22]([C:9](=[O:11])[CH2:8][C:6]2[O:5][N:4]=[C:3]([CH3:2])[CH:7]=2)[C@H:21]([C:24]([NH:26][C:27]2[CH:32]=[CH:31][C:30]([O:33][C:34]3[CH:35]=[CH:36][C:37]([F:40])=[CH:38][CH:39]=3)=[CH:29][CH:28]=2)=[O:25])[CH2:20]1)[C:13]1[CH:14]=[CH:15][CH:16]=[CH:17][CH:18]=1. The yield is 0.292. (2) The reactants are Cl[C:2]1[N:7]=[CH:6][C:5]([CH:8]=[O:9])=[CH:4][CH:3]=1.[CH:10]1([NH:13][C:14](=[O:22])[C:15]2[CH:20]=[CH:19][C:18]([OH:21])=[CH:17][CH:16]=2)[CH2:12][CH2:11]1.C([O-])([O-])=O.[K+].[K+]. The catalyst is CN(C=O)C. The product is [CH:10]1([NH:13][C:14](=[O:22])[C:15]2[CH:20]=[CH:19][C:18]([O:21][C:2]3[CH:3]=[CH:4][C:5]([CH:8]=[O:9])=[CH:6][N:7]=3)=[CH:17][CH:16]=2)[CH2:11][CH2:12]1. The yield is 0.860. (3) The reactants are Cl[C:2]1[N:19]=[CH:18][CH:17]=[C:16]([C:20]#[C:21][Si](C)(C)C)[C:3]=1[C:4]([NH:6][CH2:7][C:8]1[CH:13]=[CH:12][C:11]([F:14])=[C:10]([F:15])[CH:9]=1)=[O:5].NCC1SC(C2C=C3C(=CC=2)N=CN=C3N)=CC=1.C([O-])([O-])=O.[Cs+].[Cs+]. The catalyst is C(O)CCCC. The product is [F:15][C:10]1[CH:9]=[C:8]([CH:13]=[CH:12][C:11]=1[F:14])[CH2:7][N:6]1[C:20](=[CH2:21])[C:16]2[CH:17]=[CH:18][N:19]=[CH:2][C:3]=2[C:4]1=[O:5]. The yield is 0.0600.